From a dataset of NCI-60 drug combinations with 297,098 pairs across 59 cell lines. Regression. Given two drug SMILES strings and cell line genomic features, predict the synergy score measuring deviation from expected non-interaction effect. (1) Drug 1: C1=CC=C(C=C1)NC(=O)CCCCCCC(=O)NO. Drug 2: CCN(CC)CCNC(=O)C1=C(NC(=C1C)C=C2C3=C(C=CC(=C3)F)NC2=O)C. Cell line: OVCAR-4. Synergy scores: CSS=6.35, Synergy_ZIP=-3.03, Synergy_Bliss=-2.21, Synergy_Loewe=-4.63, Synergy_HSA=-2.10. (2) Drug 1: CC(C1=C(C=CC(=C1Cl)F)Cl)OC2=C(N=CC(=C2)C3=CN(N=C3)C4CCNCC4)N. Drug 2: CCN(CC)CCCC(C)NC1=C2C=C(C=CC2=NC3=C1C=CC(=C3)Cl)OC. Cell line: HCT-15. Synergy scores: CSS=19.2, Synergy_ZIP=8.62, Synergy_Bliss=3.72, Synergy_Loewe=-1.78, Synergy_HSA=3.12. (3) Drug 1: C1=CC(=CC=C1CC(C(=O)O)N)N(CCCl)CCCl.Cl. Drug 2: C1=NC2=C(N=C(N=C2N1C3C(C(C(O3)CO)O)F)Cl)N. Cell line: OVCAR3. Synergy scores: CSS=47.7, Synergy_ZIP=1.74, Synergy_Bliss=10.3, Synergy_Loewe=-8.38, Synergy_HSA=9.89. (4) Cell line: HCT-15. Synergy scores: CSS=13.7, Synergy_ZIP=-1.20, Synergy_Bliss=8.44, Synergy_Loewe=9.14, Synergy_HSA=9.16. Drug 1: C1CC(=O)NC(=O)C1N2CC3=C(C2=O)C=CC=C3N. Drug 2: C1=CC=C(C=C1)NC(=O)CCCCCCC(=O)NO. (5) Drug 1: C1=CC(=CC=C1CCCC(=O)O)N(CCCl)CCCl. Drug 2: C1CN1P(=S)(N2CC2)N3CC3. Cell line: MCF7. Synergy scores: CSS=31.2, Synergy_ZIP=-7.41, Synergy_Bliss=-3.77, Synergy_Loewe=-1.74, Synergy_HSA=-0.399. (6) Drug 1: CS(=O)(=O)CCNCC1=CC=C(O1)C2=CC3=C(C=C2)N=CN=C3NC4=CC(=C(C=C4)OCC5=CC(=CC=C5)F)Cl. Drug 2: CC1=C(C(=O)C2=C(C1=O)N3CC4C(C3(C2COC(=O)N)OC)N4)N. Cell line: SK-MEL-28. Synergy scores: CSS=22.1, Synergy_ZIP=-6.02, Synergy_Bliss=1.80, Synergy_Loewe=-17.7, Synergy_HSA=-0.542. (7) Synergy scores: CSS=22.3, Synergy_ZIP=-2.77, Synergy_Bliss=-2.82, Synergy_Loewe=-32.0, Synergy_HSA=-4.30. Drug 2: C(CN)CNCCSP(=O)(O)O. Drug 1: C1=NC2=C(N1)C(=S)N=CN2. Cell line: HCT-15. (8) Drug 1: CC12CCC(CC1=CCC3C2CCC4(C3CC=C4C5=CN=CC=C5)C)O. Drug 2: C1=CC(=CC=C1CCCC(=O)O)N(CCCl)CCCl. Cell line: MDA-MB-231. Synergy scores: CSS=24.1, Synergy_ZIP=-1.45, Synergy_Bliss=-3.77, Synergy_Loewe=-2.84, Synergy_HSA=-1.79. (9) Drug 1: C1=NC2=C(N1)C(=S)N=C(N2)N. Drug 2: C(CC(=O)O)C(=O)CN.Cl. Cell line: SNB-19. Synergy scores: CSS=4.09, Synergy_ZIP=-3.81, Synergy_Bliss=-6.80, Synergy_Loewe=-8.30, Synergy_HSA=-6.67. (10) Drug 1: CCC1=C2CN3C(=CC4=C(C3=O)COC(=O)C4(CC)O)C2=NC5=C1C=C(C=C5)O. Drug 2: C#CCC(CC1=CN=C2C(=N1)C(=NC(=N2)N)N)C3=CC=C(C=C3)C(=O)NC(CCC(=O)O)C(=O)O. Cell line: HCT116. Synergy scores: CSS=74.5, Synergy_ZIP=-7.49, Synergy_Bliss=-17.0, Synergy_Loewe=23.1, Synergy_HSA=-7.80.